Dataset: Forward reaction prediction with 1.9M reactions from USPTO patents (1976-2016). Task: Predict the product of the given reaction. (1) The product is: [Br:20][CH2:2][C:3]1[CH:18]=[CH:17][C:6]2[S:7][CH:8]=[C:9]([C:10]3[CH:15]=[CH:14][CH:13]=[CH:12][C:11]=3[CH3:16])[C:5]=2[CH:4]=1. Given the reactants O[CH2:2][C:3]1[CH:18]=[CH:17][C:6]2[S:7][CH:8]=[C:9]([C:10]3[CH:15]=[CH:14][CH:13]=[CH:12][C:11]=3[CH3:16])[C:5]=2[CH:4]=1.P(Br)(Br)[Br:20].CN(C=O)C.O, predict the reaction product. (2) Given the reactants [F:1][C:2]1[C:3]([C:11]([F:14])([F:13])[F:12])=[N:4][CH:5]=[CH:6][C:7]=1[CH:8]=[N:9]O, predict the reaction product. The product is: [F:1][C:2]1[C:3]([C:11]([F:13])([F:14])[F:12])=[N:4][CH:5]=[CH:6][C:7]=1[CH2:8][NH2:9].